Regression/Classification. Given a drug SMILES string, predict its absorption, distribution, metabolism, or excretion properties. Task type varies by dataset: regression for continuous measurements (e.g., permeability, clearance, half-life) or binary classification for categorical outcomes (e.g., BBB penetration, CYP inhibition). For this dataset (lipophilicity_astrazeneca), we predict Y. From a dataset of Experimental lipophilicity measurements (octanol/water distribution) for 4,200 compounds from AstraZeneca. The molecule is COc1ccc(C(=O)N2CCC(C(=O)c3ccc(F)cc3)CC2)cc1. The Y is 2.92 logD.